From a dataset of Forward reaction prediction with 1.9M reactions from USPTO patents (1976-2016). Predict the product of the given reaction. The product is: [NH2:7][C:8]1[C:9]([F:29])=[CH:10][C:11]([F:28])=[C:12]([CH:13]=1)[O:14][C:15]1[N:20]=[C:19]2[S:21][C:22]([NH:24][C:25](=[O:27])[CH3:26])=[N:23][C:18]2=[CH:17][CH:16]=1. Given the reactants C(OC(=O)[NH:7][C:8]1[CH:13]=[C:12]([O:14][C:15]2[N:20]=[C:19]3[S:21][C:22]([NH:24][C:25](=[O:27])[CH3:26])=[N:23][C:18]3=[CH:17][CH:16]=2)[C:11]([F:28])=[CH:10][C:9]=1[F:29])(C)(C)C, predict the reaction product.